The task is: Predict the reaction yield, written as a fraction of the theoretical maximum amount of product (1.0 means a 100% yield; for example, 0.34 means a 34% yield).. This data is from Reaction yield outcomes from USPTO patents with 853,638 reactions. (1) The reactants are F[C:2]1[CH:3]=[N:4][CH:5]=[CH:6][C:7]=1[C:8]1[N:13]=[C:12]([N:14]2[CH2:19][CH2:18][O:17][CH2:16][CH2:15]2)[N:11]([CH3:20])[C:10](=[O:21])[CH:9]=1.[CH3:22][O-:23].[Na+]. The catalyst is O1CCCC1. The product is [CH3:22][O:23][C:2]1[CH:3]=[N:4][CH:5]=[CH:6][C:7]=1[C:8]1[N:13]=[C:12]([N:14]2[CH2:19][CH2:18][O:17][CH2:16][CH2:15]2)[N:11]([CH3:20])[C:10](=[O:21])[CH:9]=1. The yield is 0.640. (2) The reactants are [CH3:1][O:2][C:3]1[CH:8]=[CH:7][CH:6]=[CH:5][C:4]=1[N:9]1[C:13]2=[N:14][C:15]3[N:16]([CH3:23])[C:17](=[O:22])[NH:18][C:19](=[O:21])[C:20]=3[N:12]2[CH:11]=[C:10]1[C:24]1[CH:29]=[CH:28][CH:27]=[CH:26][CH:25]=1.[C:30]([O-])([O-])=[O:31].[Na+].[Na+]. The catalyst is C(O)(=O)C.C=O. The product is [OH:31][CH2:30][C:11]1[N:12]2[C:13](=[N:14][C:15]3[N:16]([CH3:23])[C:17](=[O:22])[NH:18][C:19](=[O:21])[C:20]=32)[N:9]([C:4]2[CH:5]=[CH:6][CH:7]=[CH:8][C:3]=2[O:2][CH3:1])[C:10]=1[C:24]1[CH:29]=[CH:28][CH:27]=[CH:26][CH:25]=1. The yield is 0.0500.